Dataset: Forward reaction prediction with 1.9M reactions from USPTO patents (1976-2016). Task: Predict the product of the given reaction. Given the reactants [F:1][C:2]([F:32])([F:31])[C:3]1[CH:8]=[CH:7][C:6]([CH:9]2[CH2:14][N:13]([C:15](OC3C=CC([N+]([O-])=O)=CC=3)=[O:16])[CH2:12][CH:11]([C:27]([O:29][CH3:30])=[O:28])[CH2:10]2)=[CH:5][CH:4]=1.Cl.[CH3:34][O:35][CH:36]1[CH2:41][CH2:40][CH2:39][NH:38][CH2:37]1, predict the reaction product. The product is: [CH3:34][O:35][CH:36]1[CH2:41][CH2:40][CH2:39][N:38]([C:15]([N:13]2[CH2:14][CH:9]([C:6]3[CH:5]=[CH:4][C:3]([C:2]([F:1])([F:32])[F:31])=[CH:8][CH:7]=3)[CH2:10][CH:11]([C:27]([O:29][CH3:30])=[O:28])[CH2:12]2)=[O:16])[CH2:37]1.